This data is from Catalyst prediction with 721,799 reactions and 888 catalyst types from USPTO. The task is: Predict which catalyst facilitates the given reaction. (1) Reactant: [CH3:1][CH:2]1[CH2:8][CH2:7][O:6][C:4](=[O:5])[CH2:3]1.[BrH:9]. Product: [Br:9][CH2:7][CH2:8][CH:2]([CH3:1])[CH2:3][C:4]([OH:6])=[O:5]. The catalyst class is: 4. (2) Reactant: [N:1]1[CH:6]=[CH:5][CH:4]=[C:3]([NH2:7])[CH:2]=1.C(Cl)CCl.C1C=CC2N(O)N=NC=2C=1.C(N1CCOCC1)C.[Br:30][C:31]1[CH:32]=[CH:33][C:34]([O:40][CH2:41][C:42]2[CH:47]=[CH:46][C:45]([F:48])=[CH:44][C:43]=2[F:49])=[C:35]([CH:39]=1)[C:36](O)=[O:37]. Product: [Br:30][C:31]1[CH:32]=[CH:33][C:34]([O:40][CH2:41][C:42]2[CH:47]=[CH:46][C:45]([F:48])=[CH:44][C:43]=2[F:49])=[C:35]([CH:39]=1)[C:36]([NH:7][C:3]1[CH:2]=[N:1][CH:6]=[CH:5][CH:4]=1)=[O:37]. The catalyst class is: 9.